From a dataset of Forward reaction prediction with 1.9M reactions from USPTO patents (1976-2016). Predict the product of the given reaction. (1) Given the reactants [OH-].[Na+].[CH:3]1([NH:9][C:10]([C:12]2[C:13]([S:29][CH2:30][CH2:31][CH3:32])=[N:14][C:15]([N:18]3[CH2:23][CH2:22][CH2:21][C@@H:20]([CH2:24][C:25]([O:27]C)=[O:26])[CH2:19]3)=[N:16][CH:17]=2)=[O:11])[CH2:8][CH2:7][CH2:6][CH2:5][CH2:4]1.Cl, predict the reaction product. The product is: [CH:3]1([NH:9][C:10]([C:12]2[C:13]([S:29][CH2:30][CH2:31][CH3:32])=[N:14][C:15]([N:18]3[CH2:23][CH2:22][CH2:21][C@@H:20]([CH2:24][C:25]([OH:27])=[O:26])[CH2:19]3)=[N:16][CH:17]=2)=[O:11])[CH2:4][CH2:5][CH2:6][CH2:7][CH2:8]1. (2) Given the reactants [Br:1][C:2]1[C:6](Br)=[C:5]([Br:8])[NH:4][N:3]=1.[CH2:9]([O:11]CC)C.C([Li])CCC.CN(C)C=O, predict the reaction product. The product is: [Br:8][C:5]1[C:6]([CH:9]=[O:11])=[C:2]([Br:1])[NH:3][N:4]=1. (3) Given the reactants [O:1]1[C:6]2[CH:7]=[CH:8][CH:9]=[CH:10][C:5]=2[CH2:4][CH2:3][CH:2]1[CH:11]=O.[NH2:13][CH2:14][CH2:15][CH2:16][N:17]1[CH2:22][CH2:21][CH2:20][NH:19][C:18]1=[S:23].[C:24]([OH:29])(=[O:28])[C:25]([OH:27])=[O:26], predict the reaction product. The product is: [C:24]([OH:29])(=[O:28])[C:25]([OH:27])=[O:26].[O:1]1[C:6]2[CH:7]=[CH:8][CH:9]=[CH:10][C:5]=2[CH2:4][CH2:3][CH:2]1[CH2:11][NH:13][CH2:14][CH2:15][CH2:16][N:17]1[CH2:22][CH2:21][CH2:20][NH:19][C:18]1=[S:23]. (4) Given the reactants [CH3:1][NH2:2].CO.[CH2:5]([S:7]([C:10]1[CH:37]=[CH:36][C:13]([O:14][C:15]2[C:16]([CH:30]([OH:35])[C:31](OC)=[O:32])=[CH:17][C:18]3[N:22]=[C:21]([C:23]4[CH:28]=[CH:27][CH:26]=[CH:25][N:24]=4)[NH:20][C:19]=3[CH:29]=2)=[CH:12][CH:11]=1)(=[O:9])=[O:8])[CH3:6].C[C:39](C)([O-:41])C.[K+], predict the reaction product. The product is: [CH2:5]([S:7]([C:10]1[CH:11]=[CH:12][C:13]([O:14][C:15]2[C:16]([CH:30]3[O:35][C:39](=[O:41])[N:2]([CH3:1])[C:31]3=[O:32])=[CH:17][C:18]3[N:22]=[C:21]([C:23]4[CH:28]=[CH:27][CH:26]=[CH:25][N:24]=4)[NH:20][C:19]=3[CH:29]=2)=[CH:36][CH:37]=1)(=[O:8])=[O:9])[CH3:6]. (5) Given the reactants [NH2:1][S:2]([C:5]1[CH:6]=[C:7]([CH:11]=[CH:12][CH:13]=1)[C:8](O)=[O:9])(=[O:4])=[O:3].Cl, predict the reaction product. The product is: [OH:9][CH2:8][C:7]1[CH:6]=[C:5]([S:2]([NH2:1])(=[O:3])=[O:4])[CH:13]=[CH:12][CH:11]=1. (6) Given the reactants Br[C:2]1[CH:7]=[CH:6][C:5]([C:8]2[S:9][C:10]3[C:15]([N:16]=2)=[CH:14][CH:13]=[C:12]([C:17]2([C:20]4[CH:25]=[CH:24][CH:23]=[CH:22][CH:21]=4)[CH2:19][CH2:18]2)[N:11]=3)=[C:4]([F:26])[CH:3]=1.Cl.[NH2:28][CH2:29][CH2:30][C:31]([O:33][C:34]([CH3:37])([CH3:36])[CH3:35])=[O:32].CC1(C)C2C(=C(P(C3C=CC=CC=3)C3C=CC=CC=3)C=CC=2)OC2C(P(C3C=CC=CC=3)C3C=CC=CC=3)=CC=CC1=2.CC(C)([O-])C.[Na+], predict the reaction product. The product is: [F:26][C:4]1[CH:3]=[C:2]([NH:28][CH2:29][CH2:30][C:31]([O:33][C:34]([CH3:37])([CH3:36])[CH3:35])=[O:32])[CH:7]=[CH:6][C:5]=1[C:8]1[S:9][C:10]2[C:15]([N:16]=1)=[CH:14][CH:13]=[C:12]([C:17]1([C:20]3[CH:25]=[CH:24][CH:23]=[CH:22][CH:21]=3)[CH2:19][CH2:18]1)[N:11]=2. (7) The product is: [ClH:1].[ClH:1].[N:18]1[CH:23]=[CH:22][CH:21]=[CH:20][C:19]=1[O:24][CH2:25][CH2:26][NH:27][C:2]1[N:9]=[C:8]([NH:10][C:11]2[CH:15]=[C:14]([CH3:16])[NH:13][N:12]=2)[CH:7]=[C:6]([CH3:17])[C:3]=1[C:4]#[N:5]. Given the reactants [Cl:1][C:2]1[N:9]=[C:8]([NH:10][C:11]2[CH:15]=[C:14]([CH3:16])[NH:13][N:12]=2)[CH:7]=[C:6]([CH3:17])[C:3]=1[C:4]#[N:5].[N:18]1[CH:23]=[CH:22][CH:21]=[CH:20][C:19]=1[O:24][CH2:25][CH2:26][NH2:27].C(=O)([O-])O.[Na+].CS(C)=O, predict the reaction product. (8) Given the reactants [Cl:1][C:2]1[CH:3]=[C:4]([N:10]2[C:18]3[C:13](=[C:14]([O:19]CC4C=CC=CC=4)[CH:15]=[CH:16][CH:17]=3)[CH:12]=[N:11]2)[CH:5]=[CH:6][C:7]=1[O:8]C.B(Br)(Br)Br, predict the reaction product. The product is: [Cl:1][C:2]1[CH:3]=[C:4]([N:10]2[C:18]3[CH:17]=[CH:16][CH:15]=[C:14]([OH:19])[C:13]=3[CH:12]=[N:11]2)[CH:5]=[CH:6][C:7]=1[OH:8].